Dataset: Full USPTO retrosynthesis dataset with 1.9M reactions from patents (1976-2016). Task: Predict the reactants needed to synthesize the given product. (1) The reactants are: F[C:2]1[CH:7]=[CH:6][CH:5]=[CH:4][C:3]=1[N+:8]([O-])=O.[NH2:11][C:12]1[CH:20]=[CH:19][CH:18]=[CH:17][C:13]=1[C:14]([OH:16])=O. Given the product [CH:17]1[C:13]2[C:14](=[O:16])[NH:8][C:3]3[CH:4]=[CH:5][CH:6]=[CH:7][C:2]=3[NH:11][C:12]=2[CH:20]=[CH:19][CH:18]=1, predict the reactants needed to synthesize it. (2) Given the product [Cl:23][C:21]1[CH:20]=[CH:19][C:18]([O:24][CH2:25][C:26]2[CH:27]=[CH:28][C:29]([Cl:32])=[CH:30][CH:31]=2)=[C:17]([C:12]2[N:11]([C:7]3[CH:6]=[C:5]([CH:10]=[CH:9][N:8]=3)[C:4]([OH:33])=[O:3])[C:15]([CH3:16])=[CH:14][CH:13]=2)[CH:22]=1, predict the reactants needed to synthesize it. The reactants are: C([O:3][C:4](=[O:33])[C:5]1[CH:10]=[CH:9][N:8]=[C:7]([N:11]2[C:15]([CH3:16])=[CH:14][CH:13]=[C:12]2[C:17]2[CH:22]=[C:21]([Cl:23])[CH:20]=[CH:19][C:18]=2[O:24][CH2:25][C:26]2[CH:31]=[CH:30][C:29]([Cl:32])=[CH:28][CH:27]=2)[CH:6]=1)C.C(O)C. (3) Given the product [Br:15][C:16]1[CH:17]=[N:18][N:19]([CH2:6][CH:7]2[CH2:9][CH:8]2[C:10]([O:12][CH2:13][CH3:14])=[O:11])[CH:20]=1, predict the reactants needed to synthesize it. The reactants are: CS(O[CH2:6][CH:7]1[CH2:9][CH:8]1[C:10]([O:12][CH2:13][CH3:14])=[O:11])(=O)=O.[Br:15][C:16]1[CH:17]=[N:18][NH:19][CH:20]=1.[H-].[Na+]. (4) Given the product [CH3:25][C:26]1([CH3:42])[C:34]2[C:29](=[CH:30][CH:31]=[C:32]([N:35]3[C:39](=[O:40])[C:38](=[N:21][NH:2][C:3]4[C:4]([OH:20])=[C:5]([C:9]5[CH:14]=[CH:13][CH:12]=[C:11]([C:15]6[NH:19][N:18]=[N:17][N:16]=6)[CH:10]=5)[CH:6]=[CH:7][CH:8]=4)[C:37]([CH3:41])=[N:36]3)[CH:33]=2)[CH2:28][CH2:27]1, predict the reactants needed to synthesize it. The reactants are: Cl.[NH2:2][C:3]1[CH:8]=[CH:7][CH:6]=[C:5]([C:9]2[CH:14]=[CH:13][CH:12]=[C:11]([C:15]3[NH:19][N:18]=[N:17][N:16]=3)[CH:10]=2)[C:4]=1[OH:20].[N:21]([O-])=O.[Na+].[CH3:25][C:26]1([CH3:42])[C:34]2[C:29](=[CH:30][CH:31]=[C:32]([N:35]3[C:39](=[O:40])[CH2:38][C:37]([CH3:41])=[N:36]3)[CH:33]=2)[CH2:28][CH2:27]1.C(=O)(O)[O-].[Na+]. (5) Given the product [Cl:25][C:23]1[CH:24]=[C:19]([C:4]2[N:3]=[C:2]([C:27]#[N:28])[N:10]=[C:9]3[C:5]=2[N:6]([CH2:11][C@H:12]2[CH2:13][CH2:14][C@H:15]([CH3:18])[CH2:16][CH2:17]2)[CH:7]=[N:8]3)[CH:20]=[N:21][CH:22]=1, predict the reactants needed to synthesize it. The reactants are: Cl[C:2]1[N:10]=[C:9]2[C:5]([N:6]([CH2:11][C@H:12]3[CH2:17][CH2:16][C@H:15]([CH3:18])[CH2:14][CH2:13]3)[CH:7]=[N:8]2)=[C:4]([C:19]2[CH:20]=[N:21][CH:22]=[C:23]([Cl:25])[CH:24]=2)[N:3]=1.C1N2CC[N:28](CC2)[CH2:27]1.[C-]#N.[K+]. (6) The reactants are: [NH2:1][C:2]1[N:7]=[C:6]([C:8]2[NH:16][C:15]3[CH2:14][C@H:13]([CH2:17][O:18][CH2:19][C:20]4[CH:25]=[CH:24][CH:23]=[CH:22][CH:21]=4)[NH:12][C:11](=[O:26])[C:10]=3[CH:9]=2)[CH:5]=[CH:4][N:3]=1.C1OCCOCCOCCOCCOCCOC1.C([O-])([O-])=O.[K+].[K+].[C:51]([CH2:55]OS(C(F)(F)F)(=O)=O)([F:54])([F:53])[F:52]. Given the product [NH2:1][C:2]1[N:7]=[C:6]([C:8]2[N:16]([CH2:55][C:51]([F:54])([F:53])[F:52])[C:15]3[CH2:14][CH:13]([CH2:17][O:18][CH2:19][C:20]4[CH:21]=[CH:22][CH:23]=[CH:24][CH:25]=4)[NH:12][C:11](=[O:26])[C:10]=3[CH:9]=2)[CH:5]=[CH:4][N:3]=1, predict the reactants needed to synthesize it. (7) Given the product [Cl:21][C:4]1[CH:5]=[C:6]([C:8]([C:10]2[CH:19]=[C:18]([CH3:20])[C:13]3[N:14]([CH3:25])[C:15](=[O:17])[O:16][C:12]=3[CH:11]=2)=[O:9])[CH:7]=[C:2]([Cl:1])[N:3]=1, predict the reactants needed to synthesize it. The reactants are: [Cl:1][C:2]1[CH:7]=[C:6]([C:8]([C:10]2[CH:19]=[C:18]([CH3:20])[C:13]3[NH:14][C:15](=[O:17])[O:16][C:12]=3[CH:11]=2)=[O:9])[CH:5]=[C:4]([Cl:21])[N:3]=1.[H-].[Na+].I[CH3:25].